This data is from Reaction yield outcomes from USPTO patents with 853,638 reactions. The task is: Predict the reaction yield, written as a fraction of the theoretical maximum amount of product (1.0 means a 100% yield; for example, 0.34 means a 34% yield). (1) The catalyst is C(O)C.CS(C)=O. The product is [O:1]1[CH2:5][CH2:4][CH2:3][CH:2]1[CH2:6][NH:7][C:8]1[CH:15]=[C:14]([C:16]2[C:24]3[CH2:23][C:22]([CH3:26])([CH3:25])[CH2:21][C:20](=[O:27])[C:19]=3[N:18]([CH3:28])[CH:17]=2)[CH:13]=[CH:12][C:9]=1[C:10]([NH2:11])=[O:29]. The reactants are [O:1]1[CH2:5][CH2:4][CH2:3][CH:2]1[CH2:6][NH:7][C:8]1[CH:15]=[C:14]([C:16]2[C:24]3[CH2:23][C:22]([CH3:26])([CH3:25])[CH2:21][C:20](=[O:27])[C:19]=3[N:18]([CH3:28])[CH:17]=2)[CH:13]=[CH:12][C:9]=1[C:10]#[N:11].[OH:29]O.[OH-].[Na+]. The yield is 0.450. (2) The reactants are [NH2:1][C:2]1[S:3][C:4]([CH3:11])=[C:5]([C:7]([O:9][CH3:10])=[O:8])[N:6]=1.[Cl:12][CH2:13][C:14](=O)[CH2:15][C:16](OCC)=[O:17]. No catalyst specified. The yield is 0.450. The product is [Cl:12][CH2:13][C:14]1[N:1]=[C:2]2[S:3][C:4]([CH3:11])=[C:5]([C:7]([O:9][CH3:10])=[O:8])[N:6]2[C:16](=[O:17])[CH:15]=1. (3) The reactants are [F:1][C:2]1[CH:3]=[C:4]([S:11](Cl)(=[O:13])=[O:12])[CH:5]=[CH:6][C:7]=1[N+:8]([O-:10])=[O:9].[OH-].[NH4+:16]. The catalyst is C(#N)C. The product is [F:1][C:2]1[CH:3]=[C:4]([S:11]([NH2:16])(=[O:13])=[O:12])[CH:5]=[CH:6][C:7]=1[N+:8]([O-:10])=[O:9]. The yield is 0.990. (4) The reactants are [F:1][C:2]1[CH:7]=[CH:6][C:5]([O:8][CH3:9])=[CH:4][C:3]=1[C:10]1[C:18]2[C:13](=[CH:14][N:15]=[C:16]([C:19]3[CH:20]=[N:21][N:22]([CH3:24])[CH:23]=3)[CH:17]=2)[N:12](C2CCCCO2)[N:11]=1.Cl. The catalyst is CO.O. The product is [F:1][C:2]1[CH:7]=[CH:6][C:5]([O:8][CH3:9])=[CH:4][C:3]=1[C:10]1[C:18]2[C:13](=[CH:14][N:15]=[C:16]([C:19]3[CH:20]=[N:21][N:22]([CH3:24])[CH:23]=3)[CH:17]=2)[NH:12][N:11]=1. The yield is 0.521. (5) The reactants are [NH2:1][CH2:2][CH2:3][C:4]1[N:5]=[C:6]([NH:9][C:10]([NH:12][C:13]2[CH:18]=[CH:17][C:16]([CH3:19])=[CH:15][C:14]=2[C:20]([CH:22]2[CH2:26][CH2:25][CH2:24][CH2:23]2)=[O:21])=[O:11])[S:7][CH:8]=1.[CH3:27][S:28](Cl)(=[O:30])=[O:29].N1C=CC=CC=1. The catalyst is C(Cl)Cl. The product is [CH:22]1([C:20]([C:14]2[CH:15]=[C:16]([CH3:19])[CH:17]=[CH:18][C:13]=2[NH:12][C:10](=[O:11])[NH:9][C:6]2[S:7][CH:8]=[C:4]([CH2:3][CH2:2][NH:1][S:28]([CH3:27])(=[O:30])=[O:29])[N:5]=2)=[O:21])[CH2:23][CH2:24][CH2:25][CH2:26]1. The yield is 0.750. (6) The reactants are [OH:1][CH:2]([CH3:7])[C:3]([NH:5][OH:6])=[NH:4].[Cl:8][C:9]1[CH:10]=[C:11]([CH:15]=[CH:16][CH:17]=1)[C:12](Cl)=O. The catalyst is N1C=CC=CC=1. The product is [Cl:8][C:9]1[CH:10]=[C:11]([C:12]2[O:6][N:5]=[C:3]([CH:2]([OH:1])[CH3:7])[N:4]=2)[CH:15]=[CH:16][CH:17]=1. The yield is 0.600. (7) The product is [C:28]([CH:17]([NH:16][C:2]1[C:11]([C:12]([OH:14])=[O:13])=[CH:10][C:9]2[C:4](=[CH:5][CH:6]=[C:7]([Cl:15])[CH:8]=2)[N:3]=1)[CH2:18][C:19]1[C:27]2[C:22](=[CH:23][CH:24]=[CH:25][CH:26]=2)[NH:21][CH:20]=1)([OH:30])=[O:29]. No catalyst specified. The yield is 0.420. The reactants are Cl[C:2]1[C:11]([C:12]([OH:14])=[O:13])=[CH:10][C:9]2[C:4](=[CH:5][CH:6]=[C:7]([Cl:15])[CH:8]=2)[N:3]=1.[NH2:16][CH:17]([C:28]([OH:30])=[O:29])[CH2:18][C:19]1[C:27]2[C:22](=[CH:23][CH:24]=[CH:25][CH:26]=2)[NH:21][CH:20]=1. (8) The reactants are [CH2:1]([O:3][C:4]([C:6]1([NH:11][C:12]([CH:14]2[CH2:18][CH:17]([O:19][C:20]3[C:29]4[C:24](=[CH:25][C:26]([O:30][CH3:31])=[CH:27][CH:28]=4)[N:23]=[C:22]([C:32]4[S:33][CH:34]=[C:35]([CH:37]([CH3:39])[CH3:38])[N:36]=4)[CH:21]=3)[CH2:16][CH:15]2[C:40](=[O:49])[N:41]([CH2:43][CH2:44][CH2:45][CH2:46][CH:47]=C)[CH3:42])=[O:13])[CH2:8][CH:7]1[CH:9]=C)=[O:5])[CH3:2]. The catalyst is ClCCCl. The product is [CH2:1]([O:3][C:4]([C:6]12[CH2:8][CH:7]1[CH:9]=[CH:47][CH2:46][CH2:45][CH2:44][CH2:43][N:41]([CH3:42])[C:40](=[O:49])[CH:15]1[CH:14]([CH2:18][CH:17]([O:19][C:20]3[C:29]4[C:24](=[CH:25][C:26]([O:30][CH3:31])=[CH:27][CH:28]=4)[N:23]=[C:22]([C:32]4[S:33][CH:34]=[C:35]([CH:37]([CH3:39])[CH3:38])[N:36]=4)[CH:21]=3)[CH2:16]1)[C:12](=[O:13])[NH:11]2)=[O:5])[CH3:2]. The yield is 0.730.